Dataset: Full USPTO retrosynthesis dataset with 1.9M reactions from patents (1976-2016). Task: Predict the reactants needed to synthesize the given product. (1) Given the product [NH2:28][C:2]1[CH:7]=[CH:6][N:5]2[N:8]=[CH:9][C:10]([C:11]([NH:13][C:14]3[N:18]([C:19]4[CH:24]=[CH:23][CH:22]=[C:21]([Cl:25])[CH:20]=4)[N:17]=[C:16]([CH3:26])[CH:15]=3)=[O:12])=[C:4]2[N:3]=1, predict the reactants needed to synthesize it. The reactants are: Cl[C:2]1[CH:7]=[CH:6][N:5]2[N:8]=[CH:9][C:10]([C:11]([NH:13][C:14]3[N:18]([C:19]4[CH:24]=[CH:23][CH:22]=[C:21]([Cl:25])[CH:20]=4)[N:17]=[C:16]([CH3:26])[CH:15]=3)=[O:12])=[C:4]2[N:3]=1.[OH-].[NH4+:28]. (2) Given the product [CH:11]1([C:10]2[N:9]([C:14]3[CH:19]=[CH:18][CH:17]=[C:16]([O:20][C:21]([F:24])([F:22])[F:23])[CH:15]=3)[N:8]=[C:7]([C:25]3[CH:26]=[CH:27][N:28]=[CH:29][CH:30]=3)[C:6]=2[C:4]([OH:5])=[O:3])[CH2:12][CH2:13]1, predict the reactants needed to synthesize it. The reactants are: C([O:3][C:4]([C:6]1[C:7]([C:25]2[CH:30]=[CH:29][N:28]=[CH:27][CH:26]=2)=[N:8][N:9]([C:14]2[CH:19]=[CH:18][CH:17]=[C:16]([O:20][C:21]([F:24])([F:23])[F:22])[CH:15]=2)[C:10]=1[CH:11]1[CH2:13][CH2:12]1)=[O:5])C.O.[OH-].[Li+]. (3) Given the product [Cl:1][C:2]1[N:7]=[CH:6][C:5]([CH2:8][N:9]([CH2:17][CH3:18])[C:10]2[N:15]([CH3:16])[CH:22]3[O:24][CH:19]([C:11]=2[N+:12]([O-:14])=[O:13])[CH2:20][CH2:21]3)=[CH:4][CH:3]=1, predict the reactants needed to synthesize it. The reactants are: [Cl:1][C:2]1[N:7]=[CH:6][C:5]([CH2:8][N:9]([CH2:17][CH3:18])[C:10]([NH:15][CH3:16])=[CH:11][N+:12]([O-:14])=[O:13])=[CH:4][CH:3]=1.[CH:19](=[O:24])[CH2:20][CH2:21][CH:22]=O.Cl. (4) Given the product [CH2:35]([CH:10]1[CH:11]([C:13]2[N:17]3[C:18]4[CH:24]=[CH:23][N:22]([S:25]([C:28]5[CH:29]=[CH:30][C:31]([CH3:32])=[CH:33][CH:34]=5)(=[O:27])=[O:26])[C:19]=4[N:20]=[CH:21][C:16]3=[N:15][N:14]=2)[CH2:12][CH:8]([NH2:7])[CH2:9]1)[CH3:36], predict the reactants needed to synthesize it. The reactants are: C(OC(=O)[NH:7][CH:8]1[CH2:12][CH:11]([C:13]2[N:17]3[C:18]4[CH:24]=[CH:23][N:22]([S:25]([C:28]5[CH:34]=[CH:33][C:31]([CH3:32])=[CH:30][CH:29]=5)(=[O:27])=[O:26])[C:19]=4[N:20]=[CH:21][C:16]3=[N:15][N:14]=2)[CH:10]([CH2:35][CH3:36])[CH2:9]1)(C)(C)C.Cl. (5) Given the product [CH3:20][O:19][N:18]([CH3:17])[C:6](=[O:8])[C:5]1[CH:9]=[CH:10][C:11]([C:13]([F:16])([F:15])[F:14])=[CH:12][C:4]=1[O:3][CH2:1][CH3:2], predict the reactants needed to synthesize it. The reactants are: [CH2:1]([O:3][C:4]1[CH:12]=[C:11]([C:13]([F:16])([F:15])[F:14])[CH:10]=[CH:9][C:5]=1[C:6]([OH:8])=O)[CH3:2].[CH3:17][NH:18][O:19][CH3:20].CN1CCOCC1.